Dataset: Full USPTO retrosynthesis dataset with 1.9M reactions from patents (1976-2016). Task: Predict the reactants needed to synthesize the given product. (1) Given the product [F:41][C:42]([F:47])([F:46])[C:43]([OH:45])=[O:44].[CH3:40][N:32]1[C:31]2[N:30]=[C:29]3[N:28]([C:36]=2[C:35](=[O:37])[N:34]([CH3:38])[C:33]1=[O:39])[C:23]1[CH:24]=[CH:25][CH:26]=[CH:27][C:22]=1[CH2:21][CH:9]1[CH2:10][NH:11][CH2:12][CH2:13][N:8]31, predict the reactants needed to synthesize it. The reactants are: C(OC([N:8]1[CH2:13][CH2:12][N:11](C(OC(C)(C)C)=O)[CH2:10][CH:9]1[CH2:21][C:22]1[CH:27]=[CH:26][CH:25]=[CH:24][C:23]=1[N:28]1[C:36]2[C:35](=[O:37])[N:34]([CH3:38])[C:33](=[O:39])[N:32]([CH3:40])[C:31]=2[N:30]=[CH:29]1)=O)(C)(C)C.[F:41][C:42]([F:47])([F:46])[C:43]([OH:45])=[O:44]. (2) Given the product [Cl:1][C:2]1[CH:28]=[C:27]([O:29][CH2:34][CH2:35][O:36][CH3:37])[CH:26]=[C:25]([CH3:30])[C:3]=1[C:4]([N:6]1[C:14]2[C:9](=[N:10][CH:11]=[CH:12][CH:13]=2)[C:8]([C:15]2[CH:23]=[CH:22][C:18]([C:19]([OH:21])=[O:20])=[CH:17][C:16]=2[F:24])=[N:7]1)=[O:5], predict the reactants needed to synthesize it. The reactants are: [Cl:1][C:2]1[CH:28]=[C:27]([OH:29])[CH:26]=[C:25]([CH3:30])[C:3]=1[C:4]([N:6]1[C:14]2[C:9](=[N:10][CH:11]=[CH:12][CH:13]=2)[C:8]([C:15]2[CH:23]=[CH:22][C:18]([C:19]([OH:21])=[O:20])=[CH:17][C:16]=2[F:24])=[N:7]1)=[O:5].[H-].[Na+].Br[CH2:34][CH2:35][O:36][CH3:37].O. (3) Given the product [CH3:56][O:55][C:53](=[O:54])[C:52]1[CH:57]=[CH:58][C:49]([N:46]2[C:28](=[O:29])[C@H:9]3[C@H:8]([C:4]4[CH:5]=[CH:6][CH:7]=[C:2]([Cl:1])[C:3]=4[F:45])[C@:12]([C:15]4[CH:20]=[CH:19][C:18]([Cl:21])=[CH:17][C:16]=4[F:22])([C:13]#[N:14])[C@H:11]([CH2:23][C:24]([CH3:27])([CH3:26])[CH3:25])[N:10]3[C:47]2=[O:48])=[CH:50][CH:51]=1, predict the reactants needed to synthesize it. The reactants are: [Cl:1][C:2]1[C:3]([F:45])=[C:4]([C@@H:8]2[C@:12]([C:15]3[CH:20]=[CH:19][C:18]([Cl:21])=[CH:17][C:16]=3[F:22])([C:13]#[N:14])[C@H:11]([CH2:23][C:24]([CH3:27])([CH3:26])[CH3:25])[NH:10][C@H:9]2[C:28](NC2C=CC(C(O)=O)=CC=2OC(F)(F)F)=[O:29])[CH:5]=[CH:6][CH:7]=1.[N:46]([C:49]1[CH:58]=[CH:57][C:52]([C:53]([O:55][CH3:56])=[O:54])=[CH:51][CH:50]=1)=[C:47]=[O:48]. (4) Given the product [Cl:19][C:14]1[C:9]2[CH:8]=[C:7]([C:1]3[CH:6]=[CH:5][CH:4]=[CH:3][CH:2]=3)[O:16][C:10]=2[N:11]=[CH:12][N:13]=1, predict the reactants needed to synthesize it. The reactants are: [C:1]1([C:7]2[O:16][C:10]3[N:11]=[CH:12][NH:13][C:14](=O)[C:9]=3[CH:8]=2)[CH:6]=[CH:5][CH:4]=[CH:3][CH:2]=1.P(Cl)(Cl)([Cl:19])=O.Cl.N. (5) Given the product [OH:25][C@@:18]([C:16]1[N:15]=[N:14][N:13]([CH2:12][C:8]2[CH:7]=[C:6]3[C:11]([C:2]([C:31]4[CH:32]=[CH:33][CH:34]=[CH:35][C:30]=4[CH3:29])=[CH:3][C:4]([C:26]([NH2:28])=[O:27])=[N:5]3)=[CH:10][CH:9]=2)[CH:17]=1)([C:19]([F:22])([F:21])[F:20])[CH2:23][CH3:24], predict the reactants needed to synthesize it. The reactants are: Cl[C:2]1[C:11]2[C:6](=[CH:7][C:8]([CH2:12][N:13]3[CH:17]=[C:16]([C@@:18]([OH:25])([CH2:23][CH3:24])[C:19]([F:22])([F:21])[F:20])[N:15]=[N:14]3)=[CH:9][CH:10]=2)[N:5]=[C:4]([C:26]([NH2:28])=[O:27])[CH:3]=1.[CH3:29][C:30]1[CH:35]=[CH:34][CH:33]=[CH:32][C:31]=1B(O)O.C([O-])([O-])=O.[Na+].[Na+]. (6) Given the product [C:11]([O:10][C:9]([N:8]([C@H:16]1[CH2:24][CH2:23][CH2:22][C@H:21]([O:25][CH2:26][CH:27]([CH3:28])[CH3:29])[C@@H:20]([O:30][CH2:31][CH2:32][C:33](=[O:35])[CH3:34])[C@H:19]([CH3:36])[O:18][C:17]1=[O:37])[C:6](=[O:7])[O:5][C:1]([CH3:2])([CH3:4])[CH3:3])=[O:15])([CH3:14])([CH3:13])[CH3:12], predict the reactants needed to synthesize it. The reactants are: [C:1]([O:5][C:6]([N:8]([C@H:16]1[CH2:24][CH2:23][CH2:22][C@H:21]([O:25][CH2:26][C:27]([CH3:29])=[CH2:28])[C@@H:20]([O:30][CH:31]=[CH:32][C:33](=[O:35])[CH3:34])[C@H:19]([CH3:36])[O:18][C:17]1=[O:37])[C:9](=[O:15])[O:10][C:11]([CH3:14])([CH3:13])[CH3:12])=[O:7])([CH3:4])([CH3:3])[CH3:2]. (7) Given the product [Cl:1][C:2]1[CH:3]=[C:4]([N+:13]([O-:15])=[O:14])[C:5]([F:12])=[C:6]([CH:11]=1)[C:7]([O:9][CH3:10])=[O:8], predict the reactants needed to synthesize it. The reactants are: [Cl:1][C:2]1[CH:3]=[CH:4][C:5]([F:12])=[C:6]([CH:11]=1)[C:7]([O:9][CH3:10])=[O:8].[N+:13]([O-])([OH:15])=[O:14].